This data is from NCI-60 drug combinations with 297,098 pairs across 59 cell lines. The task is: Regression. Given two drug SMILES strings and cell line genomic features, predict the synergy score measuring deviation from expected non-interaction effect. (1) Drug 1: C1=CC=C(C=C1)NC(=O)CCCCCCC(=O)NO. Drug 2: C(CN)CNCCSP(=O)(O)O. Cell line: OVCAR3. Synergy scores: CSS=12.0, Synergy_ZIP=3.65, Synergy_Bliss=8.50, Synergy_Loewe=-10.7, Synergy_HSA=2.32. (2) Drug 1: CS(=O)(=O)C1=CC(=C(C=C1)C(=O)NC2=CC(=C(C=C2)Cl)C3=CC=CC=N3)Cl. Drug 2: C1=NC2=C(N1)C(=S)N=C(N2)N. Cell line: MCF7. Synergy scores: CSS=34.3, Synergy_ZIP=-0.852, Synergy_Bliss=-0.502, Synergy_Loewe=-12.9, Synergy_HSA=0.876. (3) Drug 1: CN(CCCl)CCCl.Cl. Drug 2: C1C(C(OC1N2C=NC3=C2NC=NCC3O)CO)O. Cell line: SK-MEL-5. Synergy scores: CSS=27.1, Synergy_ZIP=-7.58, Synergy_Bliss=0.593, Synergy_Loewe=0.173, Synergy_HSA=-0.188. (4) Drug 1: CC(CN1CC(=O)NC(=O)C1)N2CC(=O)NC(=O)C2. Drug 2: CS(=O)(=O)OCCCCOS(=O)(=O)C. Cell line: SF-539. Synergy scores: CSS=24.2, Synergy_ZIP=-1.26, Synergy_Bliss=1.64, Synergy_Loewe=0.885, Synergy_HSA=2.69. (5) Drug 1: CC1=C(C=C(C=C1)NC2=NC=CC(=N2)N(C)C3=CC4=NN(C(=C4C=C3)C)C)S(=O)(=O)N.Cl. Drug 2: C1=CC(=CC=C1CCC2=CNC3=C2C(=O)NC(=N3)N)C(=O)NC(CCC(=O)O)C(=O)O. Cell line: SK-MEL-28. Synergy scores: CSS=13.8, Synergy_ZIP=-2.74, Synergy_Bliss=2.13, Synergy_Loewe=-9.93, Synergy_HSA=-0.551. (6) Drug 2: CC12CCC3C(C1CCC2O)C(CC4=C3C=CC(=C4)O)CCCCCCCCCS(=O)CCCC(C(F)(F)F)(F)F. Drug 1: CC1=CC2C(CCC3(C2CCC3(C(=O)C)OC(=O)C)C)C4(C1=CC(=O)CC4)C. Synergy scores: CSS=-1.02, Synergy_ZIP=0.731, Synergy_Bliss=-1.35, Synergy_Loewe=-5.78, Synergy_HSA=-4.21. Cell line: NCIH23. (7) Drug 1: CN(C)C1=NC(=NC(=N1)N(C)C)N(C)C. Drug 2: CC1CCC2CC(C(=CC=CC=CC(CC(C(=O)C(C(C(=CC(C(=O)CC(OC(=O)C3CCCCN3C(=O)C(=O)C1(O2)O)C(C)CC4CCC(C(C4)OC)O)C)C)O)OC)C)C)C)OC. Cell line: SW-620. Synergy scores: CSS=5.70, Synergy_ZIP=-4.31, Synergy_Bliss=-1.97, Synergy_Loewe=-15.3, Synergy_HSA=-4.81. (8) Drug 1: CCN(CC)CCNC(=O)C1=C(NC(=C1C)C=C2C3=C(C=CC(=C3)F)NC2=O)C. Drug 2: C1CN(CCN1C(=O)CCBr)C(=O)CCBr. Cell line: UACC62. Synergy scores: CSS=22.3, Synergy_ZIP=-6.17, Synergy_Bliss=2.31, Synergy_Loewe=1.49, Synergy_HSA=3.06.